Dataset: Catalyst prediction with 721,799 reactions and 888 catalyst types from USPTO. Task: Predict which catalyst facilitates the given reaction. (1) Reactant: [CH3:1][S:2]([C:5]1[CH:10]=[C:9]([N+:11]([O-])=O)[CH:8]=[C:7]([S:14]([CH3:17])(=[O:16])=[O:15])[CH:6]=1)(=[O:4])=[O:3]. Product: [CH3:17][S:14]([C:7]1[CH:8]=[C:9]([NH2:11])[CH:10]=[C:5]([S:2]([CH3:1])(=[O:4])=[O:3])[CH:6]=1)(=[O:16])=[O:15]. The catalyst class is: 19. (2) Reactant: [CH2:1]([O:8][CH2:9][C@@H:10]1[O:18][CH2:17][C@:13]2([C:19]3[CH:24]=[CH:23][C:22]([F:25])=[CH:21][C:20]=3[F:26])[NH:14][O:15][CH2:16][C@@H:12]2[CH2:11]1)[C:2]1[CH:7]=[CH:6][CH:5]=[CH:4][CH:3]=1. Product: [NH2:14][C@@:13]1([C:19]2[CH:24]=[CH:23][C:22]([F:25])=[CH:21][C:20]=2[F:26])[CH2:17][O:18][C@@H:10]([CH2:9][O:8][CH2:1][C:2]2[CH:3]=[CH:4][CH:5]=[CH:6][CH:7]=2)[CH2:11][C@H:12]1[CH2:16][OH:15]. The catalyst class is: 763. (3) Product: [CH3:29][O:28][C:25]1[CH:26]=[CH:27][C:22]([O:37][CH2:36][C:31]2[CH:32]=[CH:33][CH:34]=[CH:35][N:30]=2)=[CH:23][CH:24]=1. The catalyst class is: 509. Reactant: N1C2C(=CC=C3C=2N=CC=C3)C=CC=1.C([O-])([O-])=O.[Cs+].[Cs+].I[C:22]1[CH:27]=[CH:26][C:25]([O:28][CH3:29])=[CH:24][CH:23]=1.[N:30]1[CH:35]=[CH:34][CH:33]=[CH:32][C:31]=1[CH2:36][OH:37]. (4) Reactant: [C:1]([C:4]1[CH:11]=[CH:10][C:7]([C:8]#[N:9])=[CH:6][CH:5]=1)(=[O:3])[CH3:2].CO.C(O)=O.C(N(CC)CC)C.NCCNCCNCCN. Product: [OH:3][C@@H:1]([C:4]1[CH:11]=[CH:10][C:7]([C:8]#[N:9])=[CH:6][CH:5]=1)[CH3:2]. The catalyst class is: 6.